From a dataset of Catalyst prediction with 721,799 reactions and 888 catalyst types from USPTO. Predict which catalyst facilitates the given reaction. (1) Reactant: C(Cl)(=O)C(Cl)=O.[CH2:7]([O:14][CH2:15][CH2:16][CH2:17][OH:18])[C:8]1[CH:13]=[CH:12][CH:11]=[CH:10][CH:9]=1.C(N(CC)CC)C.O. Product: [CH2:7]([O:14][CH2:15][CH2:16][CH:17]=[O:18])[C:8]1[CH:13]=[CH:12][CH:11]=[CH:10][CH:9]=1. The catalyst class is: 4. (2) Reactant: C(OC([N:8]1[CH2:13][CH2:12][N:11]([C:14]2[CH:19]=[CH:18][C:17]([C:20]([F:23])([F:22])[F:21])=[CH:16][C:15]=2[C:24]([F:27])([F:26])[F:25])[CH2:10][CH2:9]1)=O)(C)(C)C.[ClH:28]. The catalyst class is: 12. Product: [ClH:28].[F:27][C:24]([F:25])([F:26])[C:15]1[CH:16]=[C:17]([C:20]([F:21])([F:22])[F:23])[CH:18]=[CH:19][C:14]=1[N:11]1[CH2:12][CH2:13][NH:8][CH2:9][CH2:10]1. (3) Reactant: [CH2:1]([N:3]1[CH2:8][CH2:7][NH:6][CH2:5][CH2:4]1)[CH3:2].[Br:9][C:10]1[N:15]=[CH:14][C:13]([CH:16]=O)=[CH:12][CH:11]=1.C(O[BH-](OC(=O)C)OC(=O)C)(=O)C.[Na+].[OH-].[Na+]. Product: [Br:9][C:10]1[N:15]=[CH:14][C:13]([CH2:16][N:6]2[CH2:7][CH2:8][N:3]([CH2:1][CH3:2])[CH2:4][CH2:5]2)=[CH:12][CH:11]=1. The catalyst class is: 2.